This data is from Peptide-MHC class I binding affinity with 185,985 pairs from IEDB/IMGT. The task is: Regression. Given a peptide amino acid sequence and an MHC pseudo amino acid sequence, predict their binding affinity value. This is MHC class I binding data. The peptide sequence is IIIPFIAYFV. The MHC is HLA-B07:02 with pseudo-sequence HLA-B07:02. The binding affinity (normalized) is 0.0645.